This data is from Reaction yield outcomes from USPTO patents with 853,638 reactions. The task is: Predict the reaction yield, written as a fraction of the theoretical maximum amount of product (1.0 means a 100% yield; for example, 0.34 means a 34% yield). The reactants are [N:1]1[C:2]([NH:10][C:11](=[O:17])[O:12][C:13]([CH3:16])([CH3:15])[CH3:14])=[N:3][N:4]2[CH:9]=[CH:8][N:7]=[CH:6][C:5]=12. The catalyst is [Pd].C(O)C. The product is [N:1]1[C:2]([NH:10][C:11](=[O:17])[O:12][C:13]([CH3:15])([CH3:14])[CH3:16])=[N:3][N:4]2[CH2:9][CH2:8][NH:7][CH2:6][C:5]=12. The yield is 0.680.